From a dataset of Catalyst prediction with 721,799 reactions and 888 catalyst types from USPTO. Predict which catalyst facilitates the given reaction. (1) Reactant: Cl[C:2]1[N:10]=[C:9]([F:11])[N:8]=[C:7]2[C:3]=1[N:4]=[CH:5][NH:6]2.Cl.[CH3:13][O:14][C:15]1[C:19]([NH2:20])=[CH:18][N:17]([CH3:21])[N:16]=1.C(N(CC)C(C)C)(C)C. Product: [F:11][C:9]1[N:8]=[C:7]2[C:3]([N:4]=[CH:5][NH:6]2)=[C:2]([NH:20][C:19]2[C:15]([O:14][CH3:13])=[N:16][N:17]([CH3:21])[CH:18]=2)[N:10]=1. The catalyst class is: 16. (2) Reactant: [CH3:1][C:2]1[S:6][C:5]([C:7]([O:9][CH3:10])=[O:8])=[CH:4][C:3]=1[C:11]1[N:15]([CH3:16])[N:14]=[CH:13][C:12]=1[C:17]([CH3:19])=[CH2:18]. Product: [CH3:1][C:2]1[S:6][C:5]([C:7]([O:9][CH3:10])=[O:8])=[CH:4][C:3]=1[C:11]1[N:15]([CH3:16])[N:14]=[CH:13][C:12]=1[CH:17]([CH3:19])[CH3:18]. The catalyst class is: 5. (3) Product: [F:40][C:39]([F:42])([F:41])[C:36]1[CH:37]=[CH:38][C:33]([O:23][C:20]2[CH:21]=[CH:22][C:17]([C:16]3[C:11]([NH2:10])=[N:12][CH:13]=[CH:14][CH:15]=3)=[CH:18][CH:19]=2)=[CH:34][CH:35]=1. Reactant: N1C=CC=CC=1C(O)=O.[NH2:10][C:11]1[C:16]([C:17]2[CH:22]=[CH:21][C:20]([OH:23])=[CH:19][CH:18]=2)=[CH:15][CH:14]=[CH:13][N:12]=1.P([O-])([O-])([O-])=O.[K+].[K+].[K+].Br[C:33]1[CH:38]=[CH:37][C:36]([C:39]([F:42])([F:41])[F:40])=[CH:35][CH:34]=1. The catalyst class is: 419. (4) Reactant: [OH:1][C:2]1[CH:7]=[CH:6][C:5]([C:8]2[CH:13]=[CH:12][C:11]([C:14]#[N:15])=[CH:10][CH:9]=2)=[CH:4][CH:3]=1.C(=O)([O-])[O-].[K+].[K+].[CH2:22]([O:24][C:25]([C:27]1([CH2:41]I)[CH2:31][CH2:30][N:29]([C:32](=[O:40])[C:33]2[CH:38]=[CH:37][C:36]([F:39])=[CH:35][CH:34]=2)[CH2:28]1)=[O:26])[CH3:23]. Product: [CH2:22]([O:24][C:25]([C:27]1([CH2:41][O:1][C:2]2[CH:3]=[CH:4][C:5]([C:8]3[CH:13]=[CH:12][C:11]([C:14]#[N:15])=[CH:10][CH:9]=3)=[CH:6][CH:7]=2)[CH2:31][CH2:30][N:29]([C:32](=[O:40])[C:33]2[CH:34]=[CH:35][C:36]([F:39])=[CH:37][CH:38]=2)[CH2:28]1)=[O:26])[CH3:23]. The catalyst class is: 9. (5) Reactant: [CH2:1]([C:3]1[CH:4]=[CH:5][C:6]([F:10])=[C:7]([OH:9])[CH:8]=1)[CH3:2].N1C=CN=C1.[Si:16](Cl)([C:19]([CH3:22])([CH3:21])[CH3:20])([CH3:18])[CH3:17]. Product: [C:19]([Si:16]([O:9][C:7]1[CH:8]=[C:3]([CH2:1][CH3:2])[CH:4]=[CH:5][C:6]=1[F:10])([CH3:18])[CH3:17])([CH3:22])([CH3:21])[CH3:20]. The catalyst class is: 31. (6) Reactant: [F:1][C:2]1[CH:7]=[C:6]([F:8])[CH:5]=[CH:4][C:3]=1[C:9]1[N:10]=[C:11]2[N:15]([C:16]=1[C:17]1[CH:18]=[N:19][C:20](S(C)=O)=[N:21][CH:22]=1)[CH:14]=[CH:13][O:12]2.[NH2:26][NH2:27]. Product: [F:1][C:2]1[CH:7]=[C:6]([F:8])[CH:5]=[CH:4][C:3]=1[C:9]1[N:10]=[C:11]2[N:15]([C:16]=1[C:17]1[CH:18]=[N:19][C:20]([NH:26][NH2:27])=[N:21][CH:22]=1)[CH:14]=[CH:13][O:12]2. The catalyst class is: 10. (7) Reactant: [NH:1]=[C:2]=[NH:3].C(OC(NC(NC(OC(C)(C)C)=O)=S)=O)(C)(C)C.[NH2:22][C:23]1[O:27][N:26]=[C:25]([CH3:28])[C:24]=1[CH3:29].C(O)C(N)(CO)CO.C(O)(C(F)(F)F)=O. Product: [CH3:28][C:25]1[C:24]([CH3:29])=[C:23]([NH:22][C:2]([NH2:3])=[NH:1])[O:27][N:26]=1. The catalyst class is: 417.